This data is from KCNQ2 potassium channel screen with 302,405 compounds. The task is: Binary Classification. Given a drug SMILES string, predict its activity (active/inactive) in a high-throughput screening assay against a specified biological target. The molecule is Clc1cc(c2cc(NC(=O)C3CCN(CC3)Cc3c(n(nc3C)CC)C)ccc2)ccc1. The result is 0 (inactive).